Dataset: Full USPTO retrosynthesis dataset with 1.9M reactions from patents (1976-2016). Task: Predict the reactants needed to synthesize the given product. (1) Given the product [CH3:17][O:18][C:19]1[CH:24]=[CH:23][C:22]([C:25]2[C:26]3[N:27]([C:2]([C:3]([O:5][CH2:6][CH3:7])=[O:4])=[C:32]([S:33][CH3:34])[N:31]=3)[N:28]=[CH:29][CH:30]=2)=[C:21]([CH3:37])[CH:20]=1, predict the reactants needed to synthesize it. The reactants are: Br[CH2:2][C:3]([O:5][CH2:6][CH3:7])=[O:4].C(N(C(C)C)C(C)C)C.[CH3:17][O:18][C:19]1[CH:24]=[CH:23][C:22]([C:25]2[CH:30]=[CH:29][N:28]=[N:27][C:26]=2[N:31]=[C:32](SC)[S:33][CH3:34])=[C:21]([CH3:37])[CH:20]=1.O. (2) Given the product [F:1][C:2]1[C:3]2[C:4]([CH:45]([OH:51])[C:46]([OH:48])=[O:47])=[C:5]3[C:14]4[N:15]=[C:16]([C:19]5[C:20]([N:39]([CH3:44])[S:40]([CH3:43])(=[O:42])=[O:41])=[CH:21][C:22]6[O:26][C:25]([C:27]7[CH:28]=[CH:29][C:30]([F:33])=[CH:31][CH:32]=7)=[C:24]([C:34](=[O:37])[NH:35][CH3:36])[C:23]=6[CH:38]=5)[CH:17]=[CH:18][C:13]=4[O:12][CH2:11][N:6]3[C:7]=2[CH:8]=[CH:9][CH:10]=1, predict the reactants needed to synthesize it. The reactants are: [F:1][C:2]1[C:3]2[C:4]([CH:45]([OH:51])[C:46]([O:48]CC)=[O:47])=[C:5]3[C:14]4[N:15]=[C:16]([C:19]5[C:20]([N:39]([CH3:44])[S:40]([CH3:43])(=[O:42])=[O:41])=[CH:21][C:22]6[O:26][C:25]([C:27]7[CH:32]=[CH:31][C:30]([F:33])=[CH:29][CH:28]=7)=[C:24]([C:34](=[O:37])[NH:35][CH3:36])[C:23]=6[CH:38]=5)[CH:17]=[CH:18][C:13]=4[O:12][CH2:11][N:6]3[C:7]=2[CH:8]=[CH:9][CH:10]=1.[OH-].[Li+]. (3) Given the product [CH2:1]([NH:8][C:9]([C:11]1[S:15][C:14]([N:16]2[CH2:20][CH2:19][CH:18]([CH2:24][C:25]3[CH:26]=[CH:27][C:28]([C:31]([F:32])([F:33])[F:34])=[CH:29][CH:30]=3)[C:17]2=[O:21])=[N:13][C:12]=1[CH3:22])=[O:10])[C:2]1[CH:7]=[CH:6][CH:5]=[CH:4][CH:3]=1, predict the reactants needed to synthesize it. The reactants are: [CH2:1]([NH:8][C:9]([C:11]1[S:15][C:14]([N:16]2[CH2:20][CH2:19][CH2:18][C:17]2=[O:21])=[N:13][C:12]=1[CH3:22])=[O:10])[C:2]1[CH:7]=[CH:6][CH:5]=[CH:4][CH:3]=1.Br[CH2:24][C:25]1[CH:30]=[CH:29][C:28]([C:31]([F:34])([F:33])[F:32])=[CH:27][CH:26]=1. (4) Given the product [CH3:8][C:5]1[CH:4]=[CH:3][C:2]([C:11](=[O:14])[CH2:17][CH2:18][CH3:19])=[CH:7][CH:6]=1, predict the reactants needed to synthesize it. The reactants are: B(O)(O)[C:2]1[CH:3]=[CH:4][C:5]([CH3:8])=[CH:6][CH:7]=1.[C:11](=[O:14])([O-])[O-].[Cs+].[Cs+].[C:17](Cl)(=O)[CH2:18][CH2:19]C. (5) Given the product [C:17]([CH:19]1[C:23](=[C:24]=[C:11]2[CH:12]=[C:13]([CH3:14])[N:8]([C:2]3[CH:7]=[CH:6][CH:5]=[CH:4][CH:3]=3)[C:9]([CH3:16])=[CH:10]2)[C:22]([CH3:26])([CH3:25])[O:21][C:20]1=[C:27]([C:28]#[N:29])[C:30]#[N:31])#[N:18], predict the reactants needed to synthesize it. The reactants are: Cl.[C:2]1([N:8]2[C:13]([CH3:14])=[CH:12][C:11](=O)[CH:10]=[C:9]2[CH3:16])[CH:7]=[CH:6][CH:5]=[CH:4][CH:3]=1.[C:17]([C:19]1[C:20](=[C:27]([C:30]#[N:31])[C:28]#[N:29])[O:21][C:22]([CH3:26])([CH3:25])[C:23]=1[CH3:24])#[N:18]. (6) The reactants are: C[O:2][C:3]1[CH:12]=[C:11]2[C:6]([CH:7]=[CH:8][CH:9]=[C:10]2[CH2:13][CH2:14][NH:15][C:16](=[O:18])[CH3:17])=[CH:5][CH:4]=1. Given the product [OH:2][C:3]1[CH:12]=[C:11]2[C:6]([CH:7]=[CH:8][CH:9]=[C:10]2[CH2:13][CH2:14][NH:15][C:16](=[O:18])[CH3:17])=[CH:5][CH:4]=1, predict the reactants needed to synthesize it. (7) Given the product [O:31]=[C:10]1[N:9]([C@H:6]2[CH2:7][CH2:8][C@H:3]([CH:2]=[O:1])[CH2:4][CH2:5]2)[C:14]2[C:15]3[CH:21]=[CH:20][N:19]([CH2:22][O:23][CH2:24][CH2:25][Si:26]([CH3:28])([CH3:27])[CH3:29])[C:16]=3[N:17]=[CH:18][C:13]=2[C:12](=[O:30])[NH:11]1, predict the reactants needed to synthesize it. The reactants are: [OH:1][CH2:2][C@H:3]1[CH2:8][CH2:7][C@H:6]([N:9]2[C:14]3[C:15]4[CH:21]=[CH:20][N:19]([CH2:22][O:23][CH2:24][CH2:25][Si:26]([CH3:29])([CH3:28])[CH3:27])[C:16]=4[N:17]=[CH:18][C:13]=3[C:12](=[O:30])[NH:11][C:10]2=[O:31])[CH2:5][CH2:4]1.I(C1C=CC=CC=1C(O)=O)(=O)=O.S([O-])([O-])(=O)=S.[Na+].[Na+].C(=O)([O-])O.[Na+]. (8) Given the product [ClH:1].[CH3:40][C:33]1[CH:32]=[CH:31][C:30]([NH:29][C:2]2[N:7]=[C:6]([N:8]([CH3:28])[C:9]3[CH:27]=[CH:26][C:12]4[N:13]([CH3:25])[C:14]([NH:16][CH:17]([C:19]5[CH:24]=[CH:23][CH:22]=[CH:21][CH:20]=5)[CH3:18])=[N:15][C:11]=4[CH:10]=3)[CH:5]=[CH:4][N:3]=2)=[CH:35][C:34]=1[S:36]([NH2:39])(=[O:38])=[O:37], predict the reactants needed to synthesize it. The reactants are: [Cl:1][C:2]1[N:7]=[C:6]([N:8]([CH3:28])[C:9]2[CH:27]=[CH:26][C:12]3[N:13]([CH3:25])[C:14]([NH:16][CH:17]([C:19]4[CH:24]=[CH:23][CH:22]=[CH:21][CH:20]=4)[CH3:18])=[N:15][C:11]=3[CH:10]=2)[CH:5]=[CH:4][N:3]=1.[NH2:29][C:30]1[CH:31]=[CH:32][C:33]([CH3:40])=[C:34]([S:36]([NH2:39])(=[O:38])=[O:37])[CH:35]=1. (9) Given the product [ClH:8].[Cl:8][C:9]1[CH:10]=[C:11]([CH2:15][C:16]([NH2:6])=[NH:17])[CH:12]=[CH:13][CH:14]=1, predict the reactants needed to synthesize it. The reactants are: C[Al](C)C.[Cl-].[NH4+:6].C.[Cl:8][C:9]1[CH:10]=[C:11]([CH2:15][C:16]#[N:17])[CH:12]=[CH:13][CH:14]=1.Cl.